This data is from Catalyst prediction with 721,799 reactions and 888 catalyst types from USPTO. The task is: Predict which catalyst facilitates the given reaction. (1) Reactant: C(P(CCCC)CCCC)CCC.[F:14][C:15]([F:30])([F:29])[C:16]1[CH:17]=[C:18]([CH2:26][CH2:27]O)[CH:19]=[C:20]([C:22]([F:25])([F:24])[F:23])[CH:21]=1.[S:31]1[C:35]2[CH:36]=[CH:37][CH:38]=[CH:39][C:34]=2[N:33]=[C:32]1[S:40][S:40][C:32]1[S:31][C:35]2[CH:36]=[CH:37][CH:38]=[CH:39][C:34]=2[N:33]=1. Product: [F:14][C:15]([F:30])([F:29])[C:16]1[CH:17]=[C:18]([CH2:26][CH2:27][S:40][C:32]2[S:31][C:35]3[CH:36]=[CH:37][CH:38]=[CH:39][C:34]=3[N:33]=2)[CH:19]=[C:20]([C:22]([F:25])([F:24])[F:23])[CH:21]=1. The catalyst class is: 7. (2) Reactant: [N:1]1[CH:6]=[CH:5][CH:4]=[N:3][C:2]=1[C:7]1[S:8][CH:9]=[CH:10][C:11]=1[C:12]([O:14]C)=[O:13].C[Si](C)(C)[O-].[K+:21]. Product: [N:1]1[CH:6]=[CH:5][CH:4]=[N:3][C:2]=1[C:7]1[S:8][CH:9]=[CH:10][C:11]=1[C:12]([O-:14])=[O:13].[K+:21]. The catalyst class is: 116. (3) Reactant: [CH3:1][C:2]1[CH:3]=[C:4]2[C:8](=[CH:9][CH:10]=1)[N:7]([C:11]([O:13][C:14]([CH3:17])([CH3:16])[CH3:15])=[O:12])[CH:6]=[CH:5]2.[Br:18]N1C(=O)CCC1=O.C(OOC(=O)C1C=CC=CC=1)(=O)C1C=CC=CC=1. Product: [Br:18][CH2:1][C:2]1[CH:3]=[C:4]2[C:8](=[CH:9][CH:10]=1)[N:7]([C:11]([O:13][C:14]([CH3:17])([CH3:16])[CH3:15])=[O:12])[CH:6]=[CH:5]2. The catalyst class is: 53. (4) Reactant: [NH:1]1[CH2:4][CH:3]([NH:5][C:6]2[CH:11]=[C:10]([N:12]3[C:16]4[CH:17]=[CH:18][CH:19]=[CH:20][C:15]=4[N:14]=[C:13]3[CH:21]([F:23])[F:22])[N:9]=[C:8]([N:24]3[CH2:29][CH2:28][O:27][CH2:26][CH2:25]3)[N:7]=2)[CH2:2]1.[CH3:30][O:31][CH:32]1[CH2:37][CH2:36][CH:35]([C:38]([OH:40])=[O:39])[CH2:34][CH2:33]1.F[P-](F)(F)(F)(F)F.N1(OC(N(C)C)=[N+](C)C)C2N=CC=CC=2N=N1.C(N(CC)C(C)C)(C)C. Product: [F:23][CH:21]([F:22])[C:13]1[N:12]([C:10]2[N:9]=[C:8]([N:24]3[CH2:25][CH2:26][O:27][CH2:28][CH2:29]3)[N:7]=[C:6]([NH:5][CH:3]3[CH2:2][N:1]([C:38]([C@H:35]4[CH2:36][CH2:37][C@@H:32]([O:31][CH3:30])[CH2:33][CH2:34]4)=[O:39])[CH2:4]3)[CH:11]=2)[C:16]2[CH:17]=[CH:18][CH:19]=[CH:20][C:15]=2[N:14]=1.[F:23][CH:21]([F:22])[C:13]1[N:12]([C:10]2[N:9]=[C:8]([N:24]3[CH2:29][CH2:28][O:27][CH2:26][CH2:25]3)[N:7]=[C:6]([NH:5][CH:3]3[CH2:2][N:1]([C:38]([C@H:35]4[CH2:34][CH2:33][C@H:32]([O:31][CH3:30])[CH2:37][CH2:36]4)=[O:40])[CH2:4]3)[CH:11]=2)[C:16]2[CH:17]=[CH:18][CH:19]=[CH:20][C:15]=2[N:14]=1. The catalyst class is: 35. (5) Reactant: [CH3:1][O:2][C@@:3]([CH3:10])([CH2:7][CH2:8][CH3:9])[C:4](O)=[O:5].CSC.B.[OH-].[Na+]. Product: [CH3:1][O:2][C@@:3]([CH3:10])([CH2:7][CH2:8][CH3:9])[CH2:4][OH:5]. The catalyst class is: 282. (6) Reactant: [CH3:1][C:2]1[C:3]([N:8](COCCOC)[S:9]([C:12]2[S:13][C:14]([CH3:44])=[CH:15][C:16]=2[C:17]2[CH:22]=[CH:21][C:20]([CH2:23][N:24]3[C:32]4[CH:31]=[C:30]([CH3:33])[N:29]=[C:28]([CH3:34])[C:27]=4[C:26]([C:35]4[S:36][CH:37]=[CH:38][CH:39]=4)=[N:25]3)=[CH:19][C:18]=2[CH2:40][O:41][CH2:42][CH3:43])(=[O:11])=[O:10])=[N:4][O:5][C:6]=1[CH3:7].C(O)C.Cl.C(=O)(O)[O-].[Na+]. Product: [CH3:1][C:2]1[C:3]([NH:8][S:9]([C:12]2[S:13][C:14]([CH3:44])=[CH:15][C:16]=2[C:17]2[CH:22]=[CH:21][C:20]([CH2:23][N:24]3[C:32]4[CH:31]=[C:30]([CH3:33])[N:29]=[C:28]([CH3:34])[C:27]=4[C:26]([C:35]4[S:36][CH:37]=[CH:38][CH:39]=4)=[N:25]3)=[CH:19][C:18]=2[CH2:40][O:41][CH2:42][CH3:43])(=[O:11])=[O:10])=[N:4][O:5][C:6]=1[CH3:7]. The catalyst class is: 6.